Predict the reactants needed to synthesize the given product. From a dataset of Full USPTO retrosynthesis dataset with 1.9M reactions from patents (1976-2016). (1) The reactants are: [CH2:1]([C:5]1[S:6][C:7]([C:10]([OH:12])=O)=[CH:8][N:9]=1)[CH:2]([CH3:4])[CH3:3].Cl.[CH3:14][NH:15][O:16][CH3:17].C1C=CC2N(O)N=NC=2C=1.C(N(C(C)C)CC)(C)C.CCN=C=NCCCN(C)C.Cl. Given the product [CH3:17][O:16][N:15]([CH3:14])[C:10]([C:7]1[S:6][C:5]([CH2:1][CH:2]([CH3:4])[CH3:3])=[N:9][CH:8]=1)=[O:12], predict the reactants needed to synthesize it. (2) Given the product [CH2:1]([O:8][CH2:9][CH2:10][CH2:11][O:12][C:13]1[CH:14]=[CH:15][C:16]([CH:19]2[CH:20]([CH2:44][S:53][C:54]3[CH:55]=[CH:56][N:57]=[CH:58][CH:59]=3)[CH2:21][N:22]([C:37]([O:39][C:40]([CH3:41])([CH3:43])[CH3:42])=[O:38])[CH2:23][CH:24]2[O:25][CH2:26][C:27]2[CH:36]=[CH:35][C:34]3[C:29](=[CH:30][CH:31]=[CH:32][CH:33]=3)[CH:28]=2)=[CH:17][CH:18]=1)[C:2]1[CH:7]=[CH:6][CH:5]=[CH:4][CH:3]=1, predict the reactants needed to synthesize it. The reactants are: [CH2:1]([O:8][CH2:9][CH2:10][CH2:11][O:12][C:13]1[CH:18]=[CH:17][C:16]([CH:19]2[CH:24]([O:25][CH2:26][C:27]3[CH:36]=[CH:35][C:34]4[C:29](=[CH:30][CH:31]=[CH:32][CH:33]=4)[CH:28]=3)[CH2:23][N:22]([C:37]([O:39][C:40]([CH3:43])([CH3:42])[CH3:41])=[O:38])[CH2:21][CH:20]2[CH2:44]O)=[CH:15][CH:14]=1)[C:2]1[CH:7]=[CH:6][CH:5]=[CH:4][CH:3]=1.[CH:55]1[C:54]([S:53][S:53][C:54]2[CH:59]=[CH:58][N:57]=[CH:56][CH:55]=2)=[CH:59][CH:58]=[N:57][CH:56]=1.C(P(CCCC)CCCC)CCC.